Dataset: Forward reaction prediction with 1.9M reactions from USPTO patents (1976-2016). Task: Predict the product of the given reaction. (1) Given the reactants CSC.[Cl:4][C:5]1[CH:6]=[C:7]([C:12]2[CH:17]=[CH:16][C:15]([CH2:18][C@@H:19]([NH:23][C:24]([C:26]3[CH:27]=[C:28]([C:34]4[CH:39]=[CH:38][C:37]([C:40]([F:43])([F:42])[F:41])=[CH:36][CH:35]=4)[CH:29]=[CH:30][C:31]=3[O:32]C)=[O:25])[CH2:20][O:21][CH3:22])=[CH:14][CH:13]=2)[CH:8]=[CH:9][C:10]=1[F:11].CO, predict the reaction product. The product is: [Cl:4][C:5]1[CH:6]=[C:7]([C:12]2[CH:17]=[CH:16][C:15]([CH2:18][C@@H:19]([NH:23][C:24]([C:26]3[CH:27]=[C:28]([C:34]4[CH:35]=[CH:36][C:37]([C:40]([F:43])([F:41])[F:42])=[CH:38][CH:39]=4)[CH:29]=[CH:30][C:31]=3[OH:32])=[O:25])[CH2:20][O:21][CH3:22])=[CH:14][CH:13]=2)[CH:8]=[CH:9][C:10]=1[F:11]. (2) The product is: [C:41]1([C:47]2[O:48][C:49]([C:78]([F:79])([F:80])[F:81])=[C:50]([C:52]([NH:54][C:55]3[CH:60]=[CH:59][C:58]([N:61]4[CH2:66][CH2:65][N:64]([C:67]([C@H:69]5[CH2:74][CH2:73][CH2:72][C@@H:71]([C:75]([OH:77])=[O:76])[CH2:70]5)=[O:68])[CH2:63][CH2:62]4)=[CH:57][CH:56]=3)=[O:53])[N:51]=2)[CH:46]=[CH:45][CH:44]=[CH:43][CH:42]=1. Given the reactants C1(C2OC(C(F)(F)F)=C(C(NC3C=CC(N4CCN(C(C5CCCC5C(O)=O)=O)CC4)=CC=3)=O)N=2)C=CC=CC=1.[C:41]1([C:47]2[O:48][C:49]([C:78]([F:81])([F:80])[F:79])=[C:50]([C:52]([NH:54][C:55]3[CH:60]=[CH:59][C:58]([N:61]4[CH2:66][CH2:65][N:64]([C:67]([CH:69]5[CH2:74][CH2:73][CH2:72][CH:71]([C:75]([OH:77])=[O:76])[CH2:70]5)=[O:68])[CH2:63][CH2:62]4)=[CH:57][CH:56]=3)=[O:53])[N:51]=2)[CH:46]=[CH:45][CH:44]=[CH:43][CH:42]=1.COC(C1CCCC(C(N2CCN(C3C=CC(NC(C4N=C(C5C=CC=CC=5)OC=4C(F)(F)F)=O)=CC=3)CC2)=O)C1)=O.[OH-].[Li+], predict the reaction product. (3) Given the reactants [F:1][C:2]1[CH:15]=[CH:14][C:5]([O:6][C@@H:7]2[CH2:12][CH2:11][C@H:10]([NH2:13])[CH2:9][CH2:8]2)=[CH:4][CH:3]=1.[C:16]12([N:26]=[C:27]=[O:28])[CH2:25][CH:20]3[CH2:21][CH:22]([CH2:24][CH:18]([CH2:19]3)[CH2:17]1)[CH2:23]2.C(N(CC)CC)C.O, predict the reaction product. The product is: [F:1][C:2]1[CH:3]=[CH:4][C:5]([O:6][C@@H:7]2[CH2:8][CH2:9][C@H:10]([NH:13][C:27]([NH:26][C:16]34[CH2:25][CH:20]5[CH2:19][CH:18]([CH2:24][CH:22]([CH2:21]5)[CH2:23]3)[CH2:17]4)=[O:28])[CH2:11][CH2:12]2)=[CH:14][CH:15]=1. (4) Given the reactants FC(F)(F)C(O)=O.[CH2:8]([C:15]1([OH:29])[CH2:28][C:17]2([CH2:20][N:19](C(OC(C)(C)C)=O)[CH2:18]2)[CH2:16]1)[C:9]1[CH:14]=[CH:13][CH:12]=[CH:11][CH:10]=1, predict the reaction product. The product is: [CH2:8]([C:15]1([OH:29])[CH2:28][C:17]2([CH2:20][NH:19][CH2:18]2)[CH2:16]1)[C:9]1[CH:10]=[CH:11][CH:12]=[CH:13][CH:14]=1. (5) Given the reactants [CH3:1][C:2]1[CH:7]=[CH:6][C:5]([C@@H:8]2[C@@H:17]3[CH2:18][CH:19]=[CH:20][C@@H:16]3[C:15]3[CH:14]=[C:13]([S:21]([NH2:24])(=[O:23])=[O:22])[CH:12]=[CH:11][C:10]=3[NH:9]2)=[CH:4][CH:3]=1, predict the reaction product. The product is: [CH3:1][C:2]1[CH:7]=[CH:6][C:5]([C@@H:8]2[C@@H:17]3[CH2:18][CH2:19][CH2:20][C@@H:16]3[C:15]3[CH:14]=[C:13]([S:21]([NH2:24])(=[O:23])=[O:22])[CH:12]=[CH:11][C:10]=3[NH:9]2)=[CH:4][CH:3]=1. (6) Given the reactants [OH:1][CH2:2][C:3]([C:12]1[CH:17]=[CH:16][CH:15]=[CH:14][CH:13]=1)([C:6]1[CH:11]=[CH:10][CH:9]=[CH:8][CH:7]=1)[C:4]#[N:5].[H-].[H-].[H-].[H-].[Li+].[Al+3], predict the reaction product. The product is: [NH2:5][CH2:4][C:3]([C:12]1[CH:17]=[CH:16][CH:15]=[CH:14][CH:13]=1)([C:6]1[CH:11]=[CH:10][CH:9]=[CH:8][CH:7]=1)[CH2:2][OH:1].